Dataset: Full USPTO retrosynthesis dataset with 1.9M reactions from patents (1976-2016). Task: Predict the reactants needed to synthesize the given product. (1) Given the product [Cl:8][C:6]1[CH:7]=[C:2]([C:14]2[CH:13]=[CH:12][CH:11]=[C:10]([Cl:9])[CH:15]=2)[N:3]=[CH:4][N:5]=1, predict the reactants needed to synthesize it. The reactants are: Cl[C:2]1[CH:7]=[C:6]([Cl:8])[N:5]=[CH:4][N:3]=1.[Cl:9][C:10]1[CH:11]=[C:12](B(O)O)[CH:13]=[CH:14][CH:15]=1.C(=O)([O-])[O-].[K+].[K+]. (2) The reactants are: [C:1]([O:5][C:6](=[O:20])[NH:7][C:8]1[CH:13]=[C:12]([Cl:14])[C:11]([C:15]([F:18])([F:17])[F:16])=[CH:10][C:9]=1[NH2:19])([CH3:4])([CH3:3])[CH3:2].C([O:25][C:26](=O)[CH2:27][C:28]([C:30]1[CH:35]=[CH:34][CH:33]=[C:32]([C:36]2[O:40][N:39]=[C:38]([CH3:41])[CH:37]=2)[CH:31]=1)=[O:29])(C)(C)C. Given the product [C:1]([O:5][C:6](=[O:20])[NH:7][C:8]1[CH:13]=[C:12]([Cl:14])[C:11]([C:15]([F:17])([F:18])[F:16])=[CH:10][C:9]=1[NH:19][C:26](=[O:25])[CH2:27][C:28]([C:30]1[CH:35]=[CH:34][CH:33]=[C:32]([C:36]2[O:40][N:39]=[C:38]([CH3:41])[CH:37]=2)[CH:31]=1)=[O:29])([CH3:4])([CH3:2])[CH3:3], predict the reactants needed to synthesize it. (3) The reactants are: [CH2:1]([O:8][C:9]1[CH:10]=[C:11]2[C:16](=[CH:17][C:18]=1[O:19][CH3:20])[CH2:15][N:14](C(=O)C)[CH:13]([CH3:24])[CH2:12]2)[C:2]1[CH:7]=[CH:6][CH:5]=[CH:4][CH:3]=1.[OH-].[Na+]. Given the product [CH2:1]([O:8][C:9]1[CH:10]=[C:11]2[C:16](=[CH:17][C:18]=1[O:19][CH3:20])[CH2:15][NH:14][CH:13]([CH3:24])[CH2:12]2)[C:2]1[CH:7]=[CH:6][CH:5]=[CH:4][CH:3]=1, predict the reactants needed to synthesize it. (4) Given the product [F:1][C@H:2]1[C@@H:7]([O:8][C:9]2[CH:16]=[CH:15][C:14]([C:17]3[N:22]=[C:21]([NH:23][C:24]4[CH:29]=[CH:28][C:27]([N:30]5[CH2:31][CH2:32][N:33]([CH:36]6[CH2:39][O:38][CH2:37]6)[CH2:34][CH2:35]5)=[CH:26][CH:25]=4)[N:20]=[CH:19][N:18]=3)=[CH:13][C:10]=2[C:11]#[N:12])[CH2:6][CH2:5][N:4]([C:47]([C@@H:42]2[CH2:43][CH2:44][C:45](=[O:46])[N:41]2[CH3:40])=[O:48])[CH2:3]1, predict the reactants needed to synthesize it. The reactants are: [F:1][C@H:2]1[C@@H:7]([O:8][C:9]2[CH:16]=[CH:15][C:14]([C:17]3[N:22]=[C:21]([NH:23][C:24]4[CH:29]=[CH:28][C:27]([N:30]5[CH2:35][CH2:34][N:33]([CH:36]6[CH2:39][O:38][CH2:37]6)[CH2:32][CH2:31]5)=[CH:26][CH:25]=4)[N:20]=[CH:19][N:18]=3)=[CH:13][C:10]=2[C:11]#[N:12])[CH2:6][CH2:5][NH:4][CH2:3]1.[CH3:40][N:41]1[C:45](=[O:46])[CH2:44][CH2:43][C@H:42]1[C:47](O)=[O:48].CN(C(ON1N=NC2C=CC=NC1=2)=[N+](C)C)C.F[P-](F)(F)(F)(F)F. (5) Given the product [NH2:35][C:31]1[CH:30]=[C:29](/[CH:27]=[CH:28]/[C:11]2[CH:10]=[C:9]([NH:8][C:6]3[C:5]([Cl:26])=[CH:4][N:3]=[C:2]([Cl:1])[N:7]=3)[CH:24]=[CH:23][C:12]=2[NH:84][C:36](=[O:39])[O:37][C:48]([CH3:49])([CH3:47])[CH3:43])[CH:34]=[N:33][CH:32]=1, predict the reactants needed to synthesize it. The reactants are: [Cl:1][C:2]1[N:7]=[C:6]([NH:8][C:9]2[CH:24]=[CH:23][C:12](CCNC(=O)OC(C)(C)C)=[C:11](I)[CH:10]=2)[C:5]([Cl:26])=[CH:4][N:3]=1.[CH:27]([C:29]1[CH:30]=[C:31]([NH2:35])[CH:32]=[N:33][CH:34]=1)=[CH2:28].[C:36](=[O:39])([O-])[O-:37].[Na+].[Na+].P(C1C=[C:43](S([O-])(=O)=O)[C:48]([CH3:49])=[CH:47]C=1C)(C1C=[C:43](S([O-])(=O)=O)[C:48]([CH3:49])=[CH:47]C=1C)[C:43]1C=C(S([O-])(=O)=O)C(C)=[CH:47][C:48]=1[CH3:49].[Na+].[Na+].[Na+].C(#[N:84])C. (6) Given the product [Br:19][C:20]1[CH:21]=[C:22]([CH:23]=[CH:24][CH:25]=1)[C:26]([NH:12][C:10]1[N:11]=[C:7]2[C:6]([C:13]3[CH:14]=[CH:15][CH:16]=[CH:17][CH:18]=3)=[CH:5][CH:4]=[C:3]([O:2][CH3:1])[N:8]2[N:9]=1)=[O:27], predict the reactants needed to synthesize it. The reactants are: [CH3:1][O:2][C:3]1[N:8]2[N:9]=[C:10]([NH2:12])[N:11]=[C:7]2[C:6]([C:13]2[CH:18]=[CH:17][CH:16]=[CH:15][CH:14]=2)=[CH:5][CH:4]=1.[Br:19][C:20]1[CH:21]=[C:22]([C:26](Cl)=[O:27])[CH:23]=[CH:24][CH:25]=1. (7) Given the product [N:1]1([S:7]([C:10]2[CH:17]=[CH:16][C:13]([CH2:14][NH:15][C:27]([C:24]3[CH:25]=[C:26]4[NH:18][N:19]=[CH:20][C:21]4=[N:22][CH:23]=3)=[O:28])=[CH:12][CH:11]=2)(=[O:9])=[O:8])[CH2:2][CH2:3][CH2:4][CH2:5][CH2:6]1, predict the reactants needed to synthesize it. The reactants are: [N:1]1([S:7]([C:10]2[CH:17]=[CH:16][C:13]([CH2:14][NH2:15])=[CH:12][CH:11]=2)(=[O:9])=[O:8])[CH2:6][CH2:5][CH2:4][CH2:3][CH2:2]1.[NH:18]1[C:26]2[C:21](=[N:22][CH:23]=[C:24]([C:27](O)=[O:28])[CH:25]=2)[CH:20]=[N:19]1.C1C=CC2N(O)N=NC=2C=1.CCN=C=NCCCN(C)C.CCN(C(C)C)C(C)C.